Task: Predict the product of the given reaction.. Dataset: Forward reaction prediction with 1.9M reactions from USPTO patents (1976-2016) (1) The product is: [CH3:1][O:2][C:3]1[CH:4]=[C:5]([N:9]([CH3:22])[S:10]([C:13]2[CH:21]=[CH:20][C:16]([C:17]([NH:34][C:31]3[S:32][CH:33]=[C:29]([C:24]4[CH:25]=[CH:26][CH:27]=[CH:28][N:23]=4)[N:30]=3)=[O:19])=[CH:15][CH:14]=2)(=[O:12])=[O:11])[CH:6]=[CH:7][CH:8]=1. Given the reactants [CH3:1][O:2][C:3]1[CH:4]=[C:5]([N:9]([CH3:22])[S:10]([C:13]2[CH:21]=[CH:20][C:16]([C:17]([OH:19])=O)=[CH:15][CH:14]=2)(=[O:12])=[O:11])[CH:6]=[CH:7][CH:8]=1.[N:23]1[CH:28]=[CH:27][CH:26]=[CH:25][C:24]=1[C:29]1[N:30]=[C:31]([NH2:34])[S:32][CH:33]=1, predict the reaction product. (2) Given the reactants [CH3:1][O:2][C:3](=[O:15])[C:4]1[CH:13]=[C:12](Br)[CH:11]=[C:6]([C:7]([O:9][CH3:10])=[O:8])[CH:5]=1.C([O-])(=O)C.[K+].[NH2:21][C:22]1[C:23]([C:29]([O:31][CH3:32])=[O:30])=[N:24][C:25](Br)=[CH:26][N:27]=1.C(=O)(O)[O-].[Na+], predict the reaction product. The product is: [NH2:21][C:22]1[N:27]=[CH:26][C:25]([C:12]2[CH:11]=[C:6]([C:7]([O:9][CH3:10])=[O:8])[CH:5]=[C:4]([C:3]([O:2][CH3:1])=[O:15])[CH:13]=2)=[N:24][C:23]=1[C:29]([O:31][CH3:32])=[O:30].